Dataset: Full USPTO retrosynthesis dataset with 1.9M reactions from patents (1976-2016). Task: Predict the reactants needed to synthesize the given product. (1) The reactants are: Br[C:2]1[N:3]=[CH:4][C:5]([NH:8][C:9](=[O:16])[CH2:10][CH2:11][C:12]([O:14][CH3:15])=[O:13])=[N:6][CH:7]=1.[CH2:17]([Sn](CCCC)(CCCC)C=C)[CH2:18]CC.[Cl-].[Li+]. Given the product [O:16]=[C:9]([NH:8][C:5]1[CH:4]=[N:3][C:2]([CH:17]=[CH2:18])=[CH:7][N:6]=1)[CH2:10][CH2:11][C:12]([O:14][CH3:15])=[O:13], predict the reactants needed to synthesize it. (2) Given the product [N+:25]([C:28]1[CH:33]=[CH:32][CH:31]=[CH:30][C:29]=1[NH:34][C:35]([C:13]1[S:17][C:16]([N:18]2[CH2:23][CH2:22][N:21]([CH3:24])[CH2:20][CH2:19]2)=[N:15][CH:14]=1)=[O:36])([O-:27])=[O:26], predict the reactants needed to synthesize it. The reactants are: C([Li])CCC.CCCCCC.Br[C:13]1[S:17][C:16]([N:18]2[CH2:23][CH2:22][N:21]([CH3:24])[CH2:20][CH2:19]2)=[N:15][CH:14]=1.[N+:25]([C:28]1[CH:33]=[CH:32][CH:31]=[CH:30][C:29]=1[N:34]=[C:35]=[O:36])([O-:27])=[O:26].[Cl-].[NH4+].